This data is from Full USPTO retrosynthesis dataset with 1.9M reactions from patents (1976-2016). The task is: Predict the reactants needed to synthesize the given product. (1) Given the product [NH:1]1[C:9]2[C:4](=[C:5]([NH:10][C:11]3[N:16]4[N:17]=[CH:18][C:19]([C:20]([NH:42][S:39]([CH2:37][CH3:38])(=[O:41])=[O:40])=[O:21])=[C:15]4[N:14]=[CH:13][C:12]=3[C:23]([N:25]3[CH2:30][CH2:29][CH:28]([C:31]4[CH:36]=[CH:35][CH:34]=[CH:33][CH:32]=4)[CH2:27][CH2:26]3)=[O:24])[CH:6]=[CH:7][CH:8]=2)[CH:3]=[CH:2]1, predict the reactants needed to synthesize it. The reactants are: [NH:1]1[C:9]2[C:4](=[C:5]([NH:10][C:11]3[N:16]4[N:17]=[CH:18][C:19]([C:20](O)=[O:21])=[C:15]4[N:14]=[CH:13][C:12]=3[C:23]([N:25]3[CH2:30][CH2:29][CH:28]([C:31]4[CH:36]=[CH:35][CH:34]=[CH:33][CH:32]=4)[CH2:27][CH2:26]3)=[O:24])[CH:6]=[CH:7][CH:8]=2)[CH:3]=[CH:2]1.[CH2:37]([S:39]([NH2:42])(=[O:41])=[O:40])[CH3:38]. (2) Given the product [C:1]1([C@H:13]2[CH2:17][CH2:16][C@H:15]([NH:18][C:20]3[CH:27]=[CH:26][C:23]([C:24]#[N:25])=[CH:22][N:21]=3)[CH2:14]2)[C:5]2=[C:6]3[CH:12]=[CH:11][NH:10][C:7]3=[N:8][CH:9]=[C:4]2[NH:3][N:2]=1, predict the reactants needed to synthesize it. The reactants are: [C:1]1([CH:13]2[CH2:17][CH2:16][C@H:15]([NH2:18])[CH2:14]2)[C:5]2=[C:6]3[CH:12]=[CH:11][NH:10][C:7]3=[N:8][CH:9]=[C:4]2[NH:3][N:2]=1.Cl[C:20]1[CH:27]=[CH:26][C:23]([C:24]#[N:25])=[CH:22][N:21]=1.CCN(C(C)C)C(C)C. (3) Given the product [C:1]([O:7][C@H:13]([C:30]1[CH:31]=[CH:32][CH:33]=[CH:34][CH:35]=1)[CH2:14][NH:15][C:16]([C@@H:18]([CH2:27][CH:28]=[CH2:29])[CH2:19][C:20]([O:22][C:23]([CH3:26])([CH3:25])[CH3:24])=[O:21])=[O:17])(=[O:6])[CH2:2][CH2:3][CH:4]=[CH2:5], predict the reactants needed to synthesize it. The reactants are: [C:1]([OH:7])(=[O:6])[CH2:2][CH2:3][CH:4]=[CH2:5].C(Cl)CCl.O[C@H:13]([C:30]1[CH:35]=[CH:34][CH:33]=[CH:32][CH:31]=1)[CH2:14][NH:15][C:16]([C@@H:18]([CH2:27][CH:28]=[CH2:29])[CH2:19][C:20]([O:22][C:23]([CH3:26])([CH3:25])[CH3:24])=[O:21])=[O:17].CCN(C(C)C)C(C)C. (4) Given the product [C:15]([O:19][C:20]([N:22]1[CH:27]([CH:28]([OH:43])[CH:29]([NH:42][C:8](=[O:10])[CH3:9])[CH2:30][C:31]2[CH:36]=[C:35]([O:37][CH2:38][CH2:39][CH3:40])[CH:34]=[C:33]([F:41])[CH:32]=2)[CH2:26][O:25][CH:24]([O:44][CH2:45][C:46]([CH2:50][F:51])([CH3:49])[CH2:47][F:48])[CH:23]1[CH3:52])=[O:21])([CH3:16])([CH3:18])[CH3:17], predict the reactants needed to synthesize it. The reactants are: C(N(CC)CC)C.[C:8](OC(=O)C)(=[O:10])[CH3:9].[C:15]([O:19][C:20]([N:22]1[CH:27]([CH:28]([OH:43])[CH:29]([NH2:42])[CH2:30][C:31]2[CH:36]=[C:35]([O:37][CH2:38][CH2:39][CH3:40])[CH:34]=[C:33]([F:41])[CH:32]=2)[CH2:26][O:25][CH:24]([O:44][CH2:45][C:46]([CH2:50][F:51])([CH3:49])[CH2:47][F:48])[CH:23]1[CH3:52])=[O:21])([CH3:18])([CH3:17])[CH3:16]. (5) Given the product [ClH:49].[CH3:1][N:2]1[CH:6]=[C:5]([C:7]2[N:12]=[C:11]3[N:13]([CH2:16][CH:17]4[CH2:22][CH2:21][CH2:20][N:19]([C:23]5[N:24]=[CH:25][C:26]([C:29]6[CH:33]=[CH:32][N:31]([CH2:34][CH2:35][OH:36])[N:30]=6)=[CH:27][N:28]=5)[CH2:18]4)[N:14]=[N:15][C:10]3=[N:9][CH:8]=2)[CH:4]=[N:3]1, predict the reactants needed to synthesize it. The reactants are: [CH3:1][N:2]1[CH:6]=[C:5]([C:7]2[N:12]=[C:11]3[N:13]([CH2:16][CH:17]4[CH2:22][CH2:21][CH2:20][N:19]([C:23]5[N:28]=[CH:27][C:26]([C:29]6[CH:33]=[CH:32][N:31]([CH2:34][CH2:35][O:36]C7CCCCO7)[N:30]=6)=[CH:25][N:24]=5)[CH2:18]4)[N:14]=[N:15][C:10]3=[N:9][CH:8]=2)[CH:4]=[N:3]1.O1CCOCC1.[ClH:49]. (6) Given the product [CH:27]1([CH2:26][O:1][C:2]2[CH:3]=[CH:4][C:5]([C:8]3[S:9][C:10]4[CH:15]=[C:14]([O:16][CH2:17][C@@H:18]([NH:20][C:21](=[O:23])[CH3:22])[CH3:19])[N:13]=[CH:12][C:11]=4[N:24]=3)=[CH:6][CH:7]=2)[CH2:29][CH2:28]1, predict the reactants needed to synthesize it. The reactants are: [OH:1][C:2]1[CH:7]=[CH:6][C:5]([C:8]2[S:9][C:10]3[CH:15]=[C:14]([O:16][CH2:17][C@@H:18]([NH:20][C:21](=[O:23])[CH3:22])[CH3:19])[N:13]=[CH:12][C:11]=3[N:24]=2)=[CH:4][CH:3]=1.Br[CH2:26][CH:27]1[CH2:29][CH2:28]1.